From a dataset of Forward reaction prediction with 1.9M reactions from USPTO patents (1976-2016). Predict the product of the given reaction. (1) Given the reactants [O-]S(S([O-])=O)=O.[Na+].[Na+].N.[F:10][C:11]1[CH:16]=[CH:15][CH:14]=[C:13]([F:17])[C:12]=1[C:18]([N:20]1[CH2:25][CH2:24][N:23]([C:26]2[C:31]([CH3:32])=[CH:30][C:29]([N+:33]([O-])=O)=[CH:28][N:27]=2)[CH2:22][CH2:21]1)=[O:19], predict the reaction product. The product is: [NH2:33][C:29]1[CH:30]=[C:31]([CH3:32])[C:26]([N:23]2[CH2:22][CH2:21][N:20]([C:18]([C:12]3[C:13]([F:17])=[CH:14][CH:15]=[CH:16][C:11]=3[F:10])=[O:19])[CH2:25][CH2:24]2)=[N:27][CH:28]=1. (2) Given the reactants [N:1]1[CH:6]=[CH:5][CH:4]=[CH:3][C:2]=1[C:7]#[C:8][CH2:9][CH2:10]O.[Br:12][C:13]1[CH:14]=[CH:15][C:16](=[O:19])[NH:17][CH:18]=1, predict the reaction product. The product is: [Br:12][C:13]1[CH:14]=[CH:15][C:16](=[O:19])[N:17]([CH2:10][CH2:9][C:8]#[C:7][C:2]2[CH:3]=[CH:4][CH:5]=[CH:6][N:1]=2)[CH:18]=1.[Br:12][C:13]1[CH:14]=[CH:15][C:16](=[O:19])[N:17]([C:10]#[C:9][CH2:8][CH2:7][C:2]2[CH:3]=[CH:4][CH:5]=[CH:6][N:1]=2)[CH:18]=1. (3) Given the reactants Cl[C:2]1([Cl:8])[CH2:7][O:6][CH2:5][CH2:4][O:3]1.[N+:9]([C:12]1[CH:18]=[CH:17][C:15]([NH2:16])=[CH:14][CH:13]=1)([O-:11])=[O:10], predict the reaction product. The product is: [Cl:8][CH2:2][CH2:7][O:6][CH2:5][C:4]([NH:16][C:15]1[CH:17]=[CH:18][C:12]([N+:9]([O-:11])=[O:10])=[CH:13][CH:14]=1)=[O:3]. (4) Given the reactants [NH2:1][C:2]1[N:10]=[C:9]([CH2:11][O:12][CH3:13])[CH:8]=[CH:7][C:3]=1[C:4](O)=[O:5].CC[N:16]=C=NCCCN(C)C.C1C=CC2N(O)N=NC=2C=1.[Cl-].[NH4+].C(N(C(C)C)CC)(C)C, predict the reaction product. The product is: [NH2:1][C:2]1[N:10]=[C:9]([CH2:11][O:12][CH3:13])[CH:8]=[CH:7][C:3]=1[C:4]([NH2:16])=[O:5]. (5) Given the reactants C1(S([N:10]2[C:19]3[CH2:18][C:17]([CH3:21])([CH3:20])[CH2:16][NH:15][C:14](=[O:22])[C:13]=3[S:12][CH:11]2[C:23]2[CH:28]=[CH:27][N:26]=[C:25]3[NH:29][CH:30]=[CH:31][C:24]=23)(=O)=O)C=CC=CC=1.[OH-].[Na+], predict the reaction product. The product is: [CH3:20][C:17]1([CH3:21])[CH2:16][NH:15][C:14](=[O:22])[C:13]2[S:12][C:11]([C:23]3[CH:28]=[CH:27][N:26]=[C:25]4[NH:29][CH:30]=[CH:31][C:24]=34)=[N:10][C:19]=2[CH2:18]1. (6) The product is: [Cl:16][C:13]1[CH:14]=[CH:15][C:6]([O:5][CH2:4][C:3]([OH:35])=[O:2])=[C:7]2[C:12]=1[N:11]=[C:10]([CH2:17][CH3:18])[C:9]([CH2:19][C:20]1[CH:21]=[CH:22][C:23]([CH2:26][CH:27]([CH3:28])[CH3:29])=[CH:24][CH:25]=1)=[C:8]2[O:31][CH:32]([F:34])[F:33]. Given the reactants C[O:2][C:3](=[O:35])[CH2:4][O:5][C:6]1[CH:15]=[CH:14][C:13]([Cl:16])=[C:12]2[C:7]=1[C:8]([O:31][CH:32]([F:34])[F:33])=[C:9]([CH2:19][C:20]1[CH:25]=[CH:24][C:23]([C:26](=O)[CH:27]([CH3:29])[CH3:28])=[CH:22][CH:21]=1)[C:10]([CH2:17][CH3:18])=[N:11]2.[OH-].[Li+], predict the reaction product. (7) Given the reactants [CH3:1][O:2][C:3](=[O:12])[C:4]1[CH:9]=[CH:8][C:7]([Cl:10])=[C:6]([NH2:11])[CH:5]=1.C(N(CC)CC)C.[CH2:20]([O:27][CH2:28][C:29](Cl)=[O:30])[C:21]1[CH:26]=[CH:25][CH:24]=[CH:23][CH:22]=1, predict the reaction product. The product is: [CH3:1][O:2][C:3](=[O:12])[C:4]1[CH:9]=[CH:8][C:7]([Cl:10])=[C:6]([NH:11][C:29](=[O:30])[CH2:28][O:27][CH2:20][C:21]2[CH:26]=[CH:25][CH:24]=[CH:23][CH:22]=2)[CH:5]=1.